Task: Regression/Classification. Given a drug SMILES string, predict its absorption, distribution, metabolism, or excretion properties. Task type varies by dataset: regression for continuous measurements (e.g., permeability, clearance, half-life) or binary classification for categorical outcomes (e.g., BBB penetration, CYP inhibition). Dataset: b3db_classification.. Dataset: Blood-brain barrier permeability classification from the B3DB database (1) The molecule is CSc1ccc2c(c1)[C@@H](N1CCN(C)CC1)Cc1ccccc1S2. The result is 1 (penetrates BBB). (2) The molecule is CC[C@H]1OC(=O)[C@H](C)[C@@H](O[C@H]2C[C@@](C)(OC)[C@@H](O)[C@H](C)O2)[C@H](C)[C@@H](O[C@@H]2O[C@H](C)C[C@H](N(C)C)[C@H]2O)[C@](C)(O)C[C@@H](C)C(=O)[C@H](C)[C@@H](O)[C@]1(C)O. The result is 0 (does not penetrate BBB). (3) The molecule is O=C(OC1CC2CC3CC(C1)N2CC3=O)c1c[nH]c2ccccc12. The result is 1 (penetrates BBB). (4) The molecule is CCc1ccc(-n2cnc3c(sc4nccc(N(C)CCc5ccccn5)c43)c2=O)cc1. The result is 1 (penetrates BBB). (5) The drug is Nc1ccn([C@H]2CC[C@@H](CO)O2)c(=O)n1. The result is 0 (does not penetrate BBB).